From a dataset of Catalyst prediction with 721,799 reactions and 888 catalyst types from USPTO. Predict which catalyst facilitates the given reaction. (1) Reactant: [C:1]([N:20]1[CH:24]=[C:23]([CH:25]=O)[N:22]=[CH:21]1)([C:14]1[CH:19]=[CH:18][CH:17]=[CH:16][CH:15]=1)([C:8]1[CH:13]=[CH:12][CH:11]=[CH:10][CH:9]=1)[C:2]1[CH:7]=[CH:6][CH:5]=[CH:4][CH:3]=1.[N:27]1([NH2:33])[CH2:32][CH2:31][CH2:30][CH2:29][CH2:28]1.C(O)C. Product: [N:27]1([N:33]=[CH:25][C:23]2[N:22]=[CH:21][N:20]([C:1]([C:14]3[CH:19]=[CH:18][CH:17]=[CH:16][CH:15]=3)([C:8]3[CH:13]=[CH:12][CH:11]=[CH:10][CH:9]=3)[C:2]3[CH:7]=[CH:6][CH:5]=[CH:4][CH:3]=3)[CH:24]=2)[CH2:32][CH2:31][CH2:30][CH2:29][CH2:28]1. The catalyst class is: 4. (2) Reactant: F[P-](F)(F)(F)(F)F.N1(O[P+](N(C)C)(N(C)C)N(C)C)C2C=CC=CC=2N=N1.[N:28]1[CH:33]=[CH:32][N:31]=[CH:30][C:29]=1[C:34]([OH:36])=O.CCN(C(C)C)C(C)C.[CH:46]1([C:52]2[CH:53]=[CH:54][C:55]([O:72][CH3:73])=[C:56]([C:58]3[N:59]=[C:60]([NH:63][C:64]([CH:66]4[CH2:71][CH2:70][NH:69][CH2:68][CH2:67]4)=[O:65])[S:61][CH:62]=3)[CH:57]=2)[CH2:51][CH2:50][CH2:49][CH2:48][CH2:47]1. Product: [CH:46]1([C:52]2[CH:53]=[CH:54][C:55]([O:72][CH3:73])=[C:56]([C:58]3[N:59]=[C:60]([NH:63][C:64]([CH:66]4[CH2:67][CH2:68][N:69]([C:34]([C:29]5[CH:30]=[N:31][CH:32]=[CH:33][N:28]=5)=[O:36])[CH2:70][CH2:71]4)=[O:65])[S:61][CH:62]=3)[CH:57]=2)[CH2:47][CH2:48][CH2:49][CH2:50][CH2:51]1. The catalyst class is: 10.